Dataset: Peptide-MHC class II binding affinity with 134,281 pairs from IEDB. Task: Regression. Given a peptide amino acid sequence and an MHC pseudo amino acid sequence, predict their binding affinity value. This is MHC class II binding data. (1) The peptide sequence is TCAKSMSLFEVDQTKKK. The MHC is HLA-DQA10501-DQB10302 with pseudo-sequence HLA-DQA10501-DQB10302. The binding affinity (normalized) is 0.478. (2) The peptide sequence is EKKAFAATQFEPLAA. The MHC is HLA-DPA10201-DPB10101 with pseudo-sequence HLA-DPA10201-DPB10101. The binding affinity (normalized) is 0.674. (3) The peptide sequence is LQIIDKIDAAFKVAA. The MHC is DRB4_0101 with pseudo-sequence DRB4_0103. The binding affinity (normalized) is 0.791. (4) The peptide sequence is RQSGATIADVLAEKE. The MHC is HLA-DQA10201-DQB10202 with pseudo-sequence HLA-DQA10201-DQB10202. The binding affinity (normalized) is 0.484.